This data is from Catalyst prediction with 721,799 reactions and 888 catalyst types from USPTO. The task is: Predict which catalyst facilitates the given reaction. (1) Reactant: [C:1]1([N:7]2[C:12](=[O:13])[C:11]3[S:14][CH:15]=[C:16]([C:17]4[CH:22]=[CH:21][CH:20]=[CH:19][CH:18]=4)[C:10]=3[N:9]=[CH:8]2)[CH:6]=[CH:5][CH:4]=[CH:3][CH:2]=1.NC1C(C2C=CC(C)=CC=2)=CSC=1[C:36](OC)=[O:37].[CH:40](OCC)(OCC)OCC.COC1C=CC(N)=CC=1. Product: [CH3:36][O:37][C:4]1[CH:5]=[CH:6][C:1]([N:7]2[C:12](=[O:13])[C:11]3[S:14][CH:15]=[C:16]([C:17]4[CH:18]=[CH:19][C:20]([CH3:40])=[CH:21][CH:22]=4)[C:10]=3[N:9]=[CH:8]2)=[CH:2][CH:3]=1. The catalyst class is: 15. (2) Reactant: Cl.C(OC(=O)[N:8]([CH2:12][C:13]1[CH:18]=[C:17]([CH2:19][CH2:20][O:21][C:22](=[O:25])[NH:23][CH3:24])[CH:16]=[CH:15][C:14]=1[Cl:26])[CH:9]1[CH2:11][CH2:10]1)(C)(C)C. Product: [Cl:26][C:14]1[CH:15]=[CH:16][C:17]([CH2:19][CH2:20][O:21][C:22](=[O:25])[NH:23][CH3:24])=[CH:18][C:13]=1[CH2:12][NH:8][CH:9]1[CH2:11][CH2:10]1. The catalyst class is: 2. (3) Reactant: [NH:1]([C:3](=[O:25])[CH:4]([NH:16][C:17](=[O:24])[C:18]1[CH:23]=[CH:22][CH:21]=[CH:20][CH:19]=1)[C:5]1[C:14]2[C:9](=[CH:10][CH:11]=[CH:12][CH:13]=2)[C:8](=[O:15])[NH:7][N:6]=1)[NH2:2].[O:26]1[CH:30]=[CH:29][CH:28]=[C:27]1[CH:31]=O.C(O)(=O)C. Product: [O:26]1[CH:30]=[CH:29][CH:28]=[C:27]1/[CH:31]=[N:2]/[NH:1][C:3](=[O:25])[CH:4]([NH:16][C:17](=[O:24])[C:18]1[CH:23]=[CH:22][CH:21]=[CH:20][CH:19]=1)[C:5]1[C:14]2[C:9](=[CH:10][CH:11]=[CH:12][CH:13]=2)[C:8](=[O:15])[NH:7][N:6]=1. The catalyst class is: 8. (4) Reactant: [OH:1][C:2]1[C:3]([C:10]2[CH:15]=[CH:14][N:13]=[C:12]([CH3:16])[CH:11]=2)=[N:4][CH:5]=[CH:6][C:7]=1[CH:8]=O.[F:17][C:18]1[CH:23]=[CH:22][C:21]([NH2:24])=[CH:20][C:19]=1[Cl:25]. Product: [Cl:25][C:19]1[CH:20]=[C:21]([N:24]=[CH:8][C:7]2[CH:6]=[CH:5][N:4]=[C:3]([C:10]3[CH:15]=[CH:14][N:13]=[C:12]([CH3:16])[CH:11]=3)[C:2]=2[OH:1])[CH:22]=[CH:23][C:18]=1[F:17]. The catalyst class is: 23. (5) Reactant: Cl[C:2]1[N:7]=[C:6]([O:8][CH3:9])[C:5]([N+:10]([O-:12])=[O:11])=[CH:4][CH:3]=1.[NH:13]1[CH2:18][CH2:17][O:16][CH2:15][CH2:14]1.C(N(CC)CC)C. Product: [CH3:9][O:8][C:6]1[N:7]=[C:2]([N:13]2[CH2:18][CH2:17][O:16][CH2:15][CH2:14]2)[CH:3]=[CH:4][C:5]=1[N+:10]([O-:12])=[O:11]. The catalyst class is: 444. (6) Reactant: [Cl:1][C:2]1[CH:3]=[CH:4][C:5]([O:25][CH3:26])=[C:6]([NH:8][C:9](=[O:24])[CH2:10][N:11]2[C:19]3[CH2:18][CH2:17][NH:16][CH2:15][C:14]=3[C:13]([C:20]([F:23])([F:22])[F:21])=[N:12]2)[CH:7]=1.C(N(CC)CC)C.[C:34](Cl)(=[O:36])[CH3:35]. Product: [C:34]([N:16]1[CH2:17][CH2:18][C:19]2[N:11]([CH2:10][C:9]([NH:8][C:6]3[CH:7]=[C:2]([Cl:1])[CH:3]=[CH:4][C:5]=3[O:25][CH3:26])=[O:24])[N:12]=[C:13]([C:20]([F:23])([F:22])[F:21])[C:14]=2[CH2:15]1)(=[O:36])[CH3:35]. The catalyst class is: 4.